Predict the reaction yield, written as a fraction of the theoretical maximum amount of product (1.0 means a 100% yield; for example, 0.34 means a 34% yield). From a dataset of Reaction yield outcomes from USPTO patents with 853,638 reactions. (1) The reactants are [NH2:1][C:2]1[C:11]([OH:12])=[CH:10][C:9]([Cl:13])=[CH:8][C:3]=1[C:4]([O:6][CH3:7])=[O:5].[K].C(O[C:18]([S-])=[S:19])C.Cl. The catalyst is N1C=CC=CC=1. The product is [Cl:13][C:9]1[CH:10]=[C:11]2[O:12][C:18](=[S:19])[NH:1][C:2]2=[C:3]([C:4]([O:6][CH3:7])=[O:5])[CH:8]=1. The yield is 0.990. (2) The reactants are [CH3:1][N:2]=[C:3]=[O:4].C(N(CC)CC)C.[CH2:12]([O:14][C:15](=[O:37])[CH:16]([O:34][CH2:35][CH3:36])[CH2:17][C:18]1[CH:23]=[CH:22][C:21]([O:24][CH2:25][CH2:26][C:27]2[CH:32]=[CH:31][C:30]([OH:33])=[CH:29][CH:28]=2)=[CH:20][CH:19]=1)[CH3:13].C(OCC)C. The catalyst is ClCCl. The product is [CH2:12]([O:14][C:15](=[O:37])[CH:16]([O:34][CH2:35][CH3:36])[CH2:17][C:18]1[CH:23]=[CH:22][C:21]([O:24][CH2:25][CH2:26][C:27]2[CH:28]=[CH:29][C:30]([O:33][C:3](=[O:4])[NH:2][CH3:1])=[CH:31][CH:32]=2)=[CH:20][CH:19]=1)[CH3:13]. The yield is 0.470. (3) The reactants are [C:1]([C:3]1[CH:8]=[CH:7][C:6]([N:9]2[C:13](=[O:14])[C:12]([CH3:16])([CH3:15])[N:11]([C:17]3[CH:28]=[CH:27][C:20]([O:21][CH2:22][C:23]([O:25]C)=[O:24])=[C:19]([F:29])[CH:18]=3)[C:10]2=[S:30])=[CH:5][C:4]=1[C:31]([F:34])([F:33])[F:32])#[N:2].[OH-].[Na+]. The catalyst is O1CCCC1.CO. The product is [C:1]([C:3]1[CH:8]=[CH:7][C:6]([N:9]2[C:13](=[O:14])[C:12]([CH3:16])([CH3:15])[N:11]([C:17]3[CH:28]=[CH:27][C:20]([O:21][CH2:22][C:23]([OH:25])=[O:24])=[C:19]([F:29])[CH:18]=3)[C:10]2=[S:30])=[CH:5][C:4]=1[C:31]([F:32])([F:33])[F:34])#[N:2]. The yield is 0.995. (4) The reactants are [NH:1]1[C:5]2[CH:6]=[CH:7][CH:8]=[CH:9][C:4]=2[N:3]=[C:2]1[C:10]([N:12]1[CH2:15][CH:14]([C:16]2[C:21](Br)=[CH:20][N:19]=[C:18]([Cl:23])[N:17]=2)[CH2:13]1)=[O:11].C([O-])([O-])=O.[Na+].[Na+].[C:30]1(B(O)O)[CH:35]=[CH:34][CH:33]=[CH:32][CH:31]=1. The catalyst is O1CCOCC1.C1C=CC(P(C2C=CC=CC=2)[C-]2C=CC=C2)=CC=1.C1C=CC(P(C2C=CC=CC=2)[C-]2C=CC=C2)=CC=1.Cl[Pd]Cl.[Fe+2]. The product is [NH:1]1[C:5]2[CH:6]=[CH:7][CH:8]=[CH:9][C:4]=2[N:3]=[C:2]1[C:10]([N:12]1[CH2:15][CH:14]([C:16]2[C:21]([C:30]3[CH:35]=[CH:34][CH:33]=[CH:32][CH:31]=3)=[CH:20][N:19]=[C:18]([Cl:23])[N:17]=2)[CH2:13]1)=[O:11]. The yield is 0.530. (5) The reactants are [F:1][C:2]1[CH:13]=[CH:12][C:5]2[C:6]([CH3:11])=[C:7]([CH:9]=[O:10])[O:8][C:4]=2[CH:3]=1.[CH:14]1([Mg]Br)[CH2:19][CH2:18][CH2:17][CH2:16][CH2:15]1.[Cl-].[NH4+]. The catalyst is O1CCCC1. The product is [CH:14]1([CH:9]([C:7]2[O:8][C:4]3[CH:3]=[C:2]([F:1])[CH:13]=[CH:12][C:5]=3[C:6]=2[CH3:11])[OH:10])[CH2:19][CH2:18][CH2:17][CH2:16][CH2:15]1. The yield is 0.670. (6) No catalyst specified. The reactants are [C:1]([C:4]1[CH:13]=[C:12]([Cl:14])[C:7]([C:8]([O:10][CH3:11])=[O:9])=[C:6]([Cl:15])[CH:5]=1)(=O)[NH2:2].N1C=CC=CC=1. The yield is 0.880. The product is [Cl:14][C:12]1[CH:13]=[C:4]([C:1]#[N:2])[CH:5]=[C:6]([Cl:15])[C:7]=1[C:8]([O:10][CH3:11])=[O:9]. (7) The catalyst is CS(C)=O. The yield is 0.770. The product is [CH3:3][O:4][C:5](=[O:11])[C:6]([CH3:10])([CH3:9])[CH2:7][O:8][CH3:12]. The reactants are [OH-].[K+].[CH3:3][O:4][C:5](=[O:11])[C:6]([CH3:10])([CH3:9])[CH2:7][OH:8].[CH3:12]I. (8) The reactants are [CH2:1]([N:3]1[C:7]([C:8]2[CH:9]=[C:10]([C:13]([OH:15])=O)[S:11][CH:12]=2)=[C:6]([CH3:16])[CH:5]=[N:4]1)[CH3:2].F[P-](F)(F)(F)(F)F.Br[P+](N1CCCC1)(N1CCCC1)N1CCCC1.CCN(C(C)C)C(C)C.[NH2:50][C@@H:51]([CH2:64]/[C:65](/[C:69](/[C:72]([F:75])([F:74])[F:73])=[CH:70]\[CH3:71])=[CH:66]/[CH:67]=C)[CH2:52][N:53]1[C:61](=[O:62])[C:60]2[C:55](=[CH:56][CH:57]=[CH:58][CH:59]=2)[C:54]1=[O:63]. No catalyst specified. The product is [O:63]=[C:54]1[C:55]2[C:60](=[CH:59][CH:58]=[CH:57][CH:56]=2)[C:61](=[O:62])[N:53]1[CH2:52][C@@H:51]([NH:50][C:13]([C:10]1[S:11][CH:12]=[C:8]([C:7]2[N:3]([CH2:1][CH3:2])[N:4]=[CH:5][C:6]=2[CH3:16])[CH:9]=1)=[O:15])[CH2:64][C:65]1[CH:66]=[CH:67][CH:71]=[CH:70][C:69]=1[C:72]([F:74])([F:75])[F:73]. The yield is 0.630. (9) The reactants are [Cl:1][C:2]1[N:7]=[C:6]([C:8]2[S:12][C:11]([C:13]([CH3:16])([CH3:15])[CH3:14])=[N:10][C:9]=2[C:17]2[C:18]([F:24])=[C:19]([CH:21]=[CH:22][CH:23]=2)[NH2:20])[CH:5]=[CH:4][N:3]=1.N1C=CC=CC=1.[F:31][C:32]1[CH:37]=[CH:36][C:35]([F:38])=[CH:34][C:33]=1[S:39](Cl)(=[O:41])=[O:40]. The catalyst is C(Cl)Cl. The product is [Cl:1][C:2]1[N:7]=[C:6]([C:8]2[S:12][C:11]([C:13]([CH3:16])([CH3:15])[CH3:14])=[N:10][C:9]=2[C:17]2[C:18]([F:24])=[C:19]([NH:20][S:39]([C:33]3[CH:34]=[C:35]([F:38])[CH:36]=[CH:37][C:32]=3[F:31])(=[O:41])=[O:40])[CH:21]=[CH:22][CH:23]=2)[CH:5]=[CH:4][N:3]=1. The yield is 0.458.